From a dataset of Merck oncology drug combination screen with 23,052 pairs across 39 cell lines. Regression. Given two drug SMILES strings and cell line genomic features, predict the synergy score measuring deviation from expected non-interaction effect. (1) Drug 1: C=CCn1c(=O)c2cnc(Nc3ccc(N4CCN(C)CC4)cc3)nc2n1-c1cccc(C(C)(C)O)n1. Synergy scores: synergy=2.39. Cell line: VCAP. Drug 2: O=C(NOCC(O)CO)c1ccc(F)c(F)c1Nc1ccc(I)cc1F. (2) Drug 1: CN1C(=O)C=CC2(C)C3CCC4(C)C(NC(=O)OCC(F)(F)F)CCC4C3CCC12. Drug 2: CCN(CC)CCNC(=O)c1c(C)[nH]c(C=C2C(=O)Nc3ccc(F)cc32)c1C. Cell line: RPMI7951. Synergy scores: synergy=-4.34. (3) Drug 1: N.N.O=C(O)C1(C(=O)O)CCC1.[Pt]. Drug 2: CCN(CC)CCNC(=O)c1c(C)[nH]c(C=C2C(=O)Nc3ccc(F)cc32)c1C. Cell line: PA1. Synergy scores: synergy=-8.45. (4) Cell line: A375. Drug 2: COC1CC2CCC(C)C(O)(O2)C(=O)C(=O)N2CCCCC2C(=O)OC(C(C)CC2CCC(OP(C)(C)=O)C(OC)C2)CC(=O)C(C)C=C(C)C(O)C(OC)C(=O)C(C)CC(C)C=CC=CC=C1C. Drug 1: NC(=O)c1cccc2cn(-c3ccc(C4CCCNC4)cc3)nc12. Synergy scores: synergy=44.0. (5) Drug 1: C#Cc1cccc(Nc2ncnc3cc(OCCOC)c(OCCOC)cc23)c1. Drug 2: CC(C)CC(NC(=O)C(Cc1ccccc1)NC(=O)c1cnccn1)B(O)O. Cell line: KPL1. Synergy scores: synergy=8.45.